From a dataset of Forward reaction prediction with 1.9M reactions from USPTO patents (1976-2016). Predict the product of the given reaction. (1) Given the reactants [NH:1]1[CH:5]=[C:4]([C:6]2[C:7]([NH2:12])=[N:8][CH:9]=[CH:10][CH:11]=2)[CH:3]=[N:2]1.[H-].[Na+].[CH2:15]([O:19][CH2:20][C:21]1[CH:26]=[CH:25][CH:24]=[CH:23][C:22]=1CCl)[CH2:16][CH2:17][CH3:18].[CH3:29]N(C)C=O, predict the reaction product. The product is: [CH2:15]([O:19][CH2:20][C:21]1[CH:22]=[CH:23][C:24]([CH2:29][N:1]2[CH:5]=[C:4]([C:6]3[C:7]([NH2:12])=[N:8][CH:9]=[CH:10][CH:11]=3)[CH:3]=[N:2]2)=[CH:25][CH:26]=1)[CH2:16][CH2:17][CH3:18]. (2) Given the reactants [CH2:1]([O:3][C:4]1[C:8]([CH2:9][CH2:10][CH2:11][OH:12])=[CH:7][N:6]([C:13]2[CH:18]=[CH:17][C:16]([C:19]([F:22])([F:21])[F:20])=[CH:15][CH:14]=2)[N:5]=1)[CH3:2].O[C:24]1[CH:28]=[C:27]([CH2:29][CH2:30][C:31]([O:33]CC)=[O:32])[N:26]([C:36]2[CH:41]=[CH:40][CH:39]=[CH:38][CH:37]=2)[N:25]=1.C(P(CCCC)CCCC)CCC.N(C(N1CCCCC1)=O)=NC(N1CCCCC1)=O, predict the reaction product. The product is: [CH2:1]([O:3][C:4]1[C:8]([CH2:9][CH2:10][CH2:11][O:12][C:24]2[CH:28]=[C:27]([CH2:29][CH2:30][C:31]([OH:33])=[O:32])[N:26]([C:36]3[CH:41]=[CH:40][CH:39]=[CH:38][CH:37]=3)[N:25]=2)=[CH:7][N:6]([C:13]2[CH:18]=[CH:17][C:16]([C:19]([F:21])([F:22])[F:20])=[CH:15][CH:14]=2)[N:5]=1)[CH3:2].